This data is from Forward reaction prediction with 1.9M reactions from USPTO patents (1976-2016). The task is: Predict the product of the given reaction. (1) Given the reactants [Br:1][C:2]1[CH:7]=[CH:6][C:5](/[C:8](=[N:22]\[O:23][CH2:24][CH3:25])/[CH:9]2[CH2:14][CH2:13][N:12]([C:15]3([CH3:21])[CH2:20][CH2:19][NH:18][CH2:17][CH2:16]3)[CH2:11][CH2:10]2)=[CH:4][CH:3]=1.[Cl:26][C:27]1[CH:36]=[C:35]2[C:30]([C:31]([C:37](O)=[O:38])=[CH:32][CH:33]=[N:34]2)=[CH:29][CH:28]=1.CCN(CC)CC.CN(C(ON1N=NC2C=CC=NC1=2)=[N+](C)C)C.F[P-](F)(F)(F)(F)F, predict the reaction product. The product is: [Br:1][C:2]1[CH:7]=[CH:6][C:5](/[C:8](=[N:22]\[O:23][CH2:24][CH3:25])/[CH:9]2[CH2:10][CH2:11][N:12]([C:15]3([CH3:21])[CH2:20][CH2:19][N:18]([C:37]([C:31]4[C:30]5[C:35](=[CH:36][C:27]([Cl:26])=[CH:28][CH:29]=5)[N:34]=[CH:33][CH:32]=4)=[O:38])[CH2:17][CH2:16]3)[CH2:13][CH2:14]2)=[CH:4][CH:3]=1. (2) Given the reactants [Cl:1][C:2]1[C:10]2[N:9]=[C:8]([NH:11][C:12]3[CH:13]=[N:14][C:15]([N:19]([CH3:21])[CH3:20])=[CH:16][C:17]=3[CH3:18])[N:7]([CH2:22][CH2:23][CH2:24][C:25](OCC)=[O:26])[C:6]=2[C:5]([CH:30]([CH2:33][CH3:34])[CH2:31][CH3:32])=[CH:4][CH:3]=1.[BH4-].[Li+].O, predict the reaction product. The product is: [Cl:1][C:2]1[C:10]2[N:9]=[C:8]([NH:11][C:12]3[CH:13]=[N:14][C:15]([N:19]([CH3:21])[CH3:20])=[CH:16][C:17]=3[CH3:18])[N:7]([CH2:22][CH2:23][CH2:24][CH2:25][OH:26])[C:6]=2[C:5]([CH:30]([CH2:33][CH3:34])[CH2:31][CH3:32])=[CH:4][CH:3]=1.